Predict which catalyst facilitates the given reaction. From a dataset of Catalyst prediction with 721,799 reactions and 888 catalyst types from USPTO. (1) Reactant: C(OC([N:8]([C@@H:18]1[CH2:27][C:26]2[CH:25]=[C:24]([C:28]3[CH:36]=[CH:35][C:31]([C:32]([OH:34])=[O:33])=[CH:30][CH:29]=3)[CH:23]=[CH:22][C:21]=2[CH2:20][CH2:19]1)[CH2:9][C@H:10]([OH:17])[C:11]1[CH:12]=[N:13][CH:14]=[CH:15][CH:16]=1)=O)(C)(C)C.[ClH:37]. Product: [ClH:37].[ClH:37].[OH:17][C@H:10]([C:11]1[CH:12]=[N:13][CH:14]=[CH:15][CH:16]=1)[CH2:9][NH:8][C@@H:18]1[CH2:27][C:26]2[CH:25]=[C:24]([C:28]3[CH:36]=[CH:35][C:31]([C:32]([OH:34])=[O:33])=[CH:30][CH:29]=3)[CH:23]=[CH:22][C:21]=2[CH2:20][CH2:19]1. The catalyst class is: 12. (2) The catalyst class is: 16. Product: [CH:1]1([C@@H:7]([NH:9][C:10]([C:12]2[C:21]3[C:16](=[CH:17][CH:18]=[C:19]([F:22])[CH:20]=3)[N:15]=[C:14]([C:23]3[CH:24]=[C:25]([F:30])[CH:26]=[C:27]([F:29])[CH:28]=3)[C:13]=2[CH2:31][N:32]2[CH2:37][CH2:36][N:35]([CH2:45][C:44]([OH:47])=[O:43])[C:34](=[O:38])[CH2:33]2)=[O:11])[CH3:8])[CH2:6][CH2:5][CH2:4][CH2:3][CH2:2]1. Reactant: [CH:1]1([C@@H:7]([NH:9][C:10]([C:12]2[C:21]3[C:16](=[CH:17][CH:18]=[C:19]([F:22])[CH:20]=3)[N:15]=[C:14]([C:23]3[CH:28]=[C:27]([F:29])[CH:26]=[C:25]([F:30])[CH:24]=3)[C:13]=2[CH2:31][N:32]2[CH2:37][CH2:36][NH:35][C:34](=[O:38])[CH2:33]2)=[O:11])[CH3:8])[CH2:6][CH2:5][CH2:4][CH2:3][CH2:2]1.[H-].[Na+].C([O:43][C:44](=[O:47])[CH2:45]I)C.